From a dataset of Full USPTO retrosynthesis dataset with 1.9M reactions from patents (1976-2016). Predict the reactants needed to synthesize the given product. (1) The reactants are: [F:1][C:2]1[CH:7]=[CH:6][C:5]([C:8]2[S:12][C:11]([NH:13][C:14]([NH2:16])=[O:15])=[C:10]([C:17]([NH2:19])=[O:18])[CH:9]=2)=[CH:4][CH:3]=1.FC1C=CC(CCO)=CC=1.[Cr](Cl)([O-])(=O)=O.[NH+]1C=CC=CC=1.C(CC(N)=O)#N.[S]. Given the product [F:1][C:2]1[CH:3]=[CH:4][C:5]([C:8]2[S:12][C:11]([NH:13][C:14]([NH2:16])=[O:15])=[C:10]([C:17]([NH2:19])=[O:18])[CH:9]=2)=[CH:6][CH:7]=1.[NH2:13][C:11]1[S:12][C:8]([C:5]2[CH:6]=[CH:7][C:2]([F:1])=[CH:3][CH:4]=2)=[CH:9][C:10]=1[C:17]([NH2:19])=[O:18], predict the reactants needed to synthesize it. (2) Given the product [CH3:1][O:2][C:3](=[O:26])[C@@H:4]([N:18]1[CH2:23][CH2:22][N:21]([C:42](=[O:43])[NH:41][C:39]2[CH:38]=[CH:37][C:36]([O:44][C:45]([F:47])([F:48])[F:46])=[C:35]([Cl:34])[CH:40]=2)[C@@H:20]([CH3:24])[C:19]1=[O:25])[CH2:5][CH2:6][C:7]([N:9]1[CH2:16][CH2:15][C:12]2([CH2:14][CH2:13]2)[C@H:11]([OH:17])[CH2:10]1)=[O:8], predict the reactants needed to synthesize it. The reactants are: [CH3:1][O:2][C:3](=[O:26])[C@@H:4]([N:18]1[CH2:23][CH2:22][NH:21][C@@H:20]([CH3:24])[C:19]1=[O:25])[CH2:5][CH2:6][C:7]([N:9]1[CH2:16][CH2:15][C:12]2([CH2:14][CH2:13]2)[C@H:11]([OH:17])[CH2:10]1)=[O:8].CN1CCOCC1.[Cl:34][C:35]1[CH:40]=[C:39]([N:41]=[C:42]=[O:43])[CH:38]=[CH:37][C:36]=1[O:44][C:45]([F:48])([F:47])[F:46]. (3) Given the product [Br:8][C:5]1[CH:6]=[CH:7][C:2]2[NH:1][C:12](=[O:13])[CH2:11][S:9][C:3]=2[CH:4]=1, predict the reactants needed to synthesize it. The reactants are: [NH2:1][C:2]1[CH:7]=[CH:6][C:5]([Br:8])=[CH:4][C:3]=1[SH:9].Br[CH2:11][C:12](OCC)=[O:13].C(=O)(O)[O-].[Na+]. (4) Given the product [Cl:1][C:2]1[C:11]2[C:6](=[CH:7][C:8]([CH3:12])=[CH:9][CH:10]=2)[N:5]=[C:4]([C:13]2[C:14]([F:21])=[CH:15][CH:16]=[CH:17][C:18]=2[OH:19])[N:3]=1, predict the reactants needed to synthesize it. The reactants are: [Cl:1][C:2]1[C:11]2[C:6](=[CH:7][C:8]([CH3:12])=[CH:9][CH:10]=2)[N:5]=[C:4]([C:13]2[C:18]([O:19]C)=[CH:17][CH:16]=[CH:15][C:14]=2[F:21])[N:3]=1.B(Br)(Br)Br. (5) Given the product [Br:1][C:2]1[CH:7]=[CH:6][C:5]([C:8]2[N:9]=[C:10]([N:13]3[CH:14]([CH2:17][C:18]([F:19])([F:21])[F:20])[CH2:15][O:16][C:30]3=[O:32])[S:11][CH:12]=2)=[CH:4][CH:3]=1, predict the reactants needed to synthesize it. The reactants are: [Br:1][C:2]1[CH:7]=[CH:6][C:5]([C:8]2[N:9]=[C:10]([NH:13][CH:14]([CH2:17][C:18]([F:21])([F:20])[F:19])[CH2:15][OH:16])[S:11][CH:12]=2)=[CH:4][CH:3]=1.C(N(CC)CC)C.Cl[C:30](Cl)([O:32]C(=O)OC(Cl)(Cl)Cl)Cl.C(=O)(O)[O-].[Na+]. (6) Given the product [OH:1][C:2]([CH3:41])([CH3:40])[CH2:3][O:4][C@H:5]1[CH2:6][CH2:7][C@H:8]([N:11]2[C:16](=[O:17])[C:15]([CH2:18][C:19]3[CH:24]=[CH:23][C:22]([C:25]4[CH:30]=[CH:29][CH:28]=[CH:27][C:26]=4[C:31]4[NH:54][N:53]=[N:52][N:32]=4)=[CH:21][CH:20]=3)=[C:14]([CH2:33][CH2:34][CH3:35])[N:13]3[N:36]=[CH:37][N:38]=[C:12]23)[CH2:9][CH2:10]1, predict the reactants needed to synthesize it. The reactants are: [OH:1][C:2]([CH3:41])([CH3:40])[CH2:3][O:4][C@H:5]1[CH2:10][CH2:9][C@H:8]([N:11]2[C:16](=[O:17])[C:15]([CH2:18][C:19]3[CH:24]=[CH:23][C:22]([C:25]4[C:26]([C:31]#[N:32])=[CH:27][CH:28]=[CH:29][CH:30]=4)=[CH:21][CH:20]=3)=[C:14]([CH2:33][CH2:34][CH3:35])[N:13]3[N:36]=[C:37](C)[N:38]=[C:12]23)[CH2:7][CH2:6]1.C([Sn](=O)CCCC)CCC.[N:52]([Si](C)(C)C)=[N+:53]=[N-:54].C1(C)C=CC=CC=1. (7) Given the product [Br:1][C:2]1[CH:3]=[C:4]([CH2:9][C:10]([O:12][CH3:13])=[O:11])[CH:5]=[CH:6][C:7]=1[O:8][CH2:26][C:23]1[CH:24]=[CH:25][CH:20]=[CH:21][CH:22]=1, predict the reactants needed to synthesize it. The reactants are: [Br:1][C:2]1[CH:3]=[C:4]([CH2:9][C:10]([O:12][CH3:13])=[O:11])[CH:5]=[CH:6][C:7]=1[OH:8].C([O-])([O-])=O.[K+].[K+].[CH:20]1[CH:25]=[CH:24][C:23]([CH2:26]Br)=[CH:22][CH:21]=1. (8) Given the product [ClH:22].[CH:1]([N:4]1[CH2:9][CH2:8][CH:7]([C:10]2[N:11]=[C:20]([C:19]3[CH:23]=[CH:24][C:16]([CH2:14][CH3:15])=[CH:17][CH:18]=3)[O:13][N:12]=2)[CH2:6][CH2:5]1)([CH3:3])[CH3:2], predict the reactants needed to synthesize it. The reactants are: [CH:1]([N:4]1[CH2:9][CH2:8][CH:7]([C:10]([NH:12][OH:13])=[NH:11])[CH2:6][CH2:5]1)([CH3:3])[CH3:2].[CH2:14]([C:16]1[CH:24]=[CH:23][C:19]([C:20]([Cl:22])=O)=[CH:18][CH:17]=1)[CH3:15]. (9) Given the product [CH3:1][O:2][C:3]1[CH:4]=[C:5]2[C:11](=[CH:12][CH:13]=1)[C:19](=[O:23])[NH:16][CH:7]=[CH:6]2, predict the reactants needed to synthesize it. The reactants are: [CH3:1][O:2][C:3]1[CH:4]=[C:5]([CH:11]=[CH:12][CH:13]=1)[CH:6]=[CH:7]C(O)=O.C([N:16]([CH2:19]C)CC)C.ClC(OCC)=[O:23].[N-]=[N+]=[N-].[Na+]. (10) Given the product [CH2:12]([O:14][C:15](=[O:24])[CH2:16][C:17]1[CH:18]=[CH:19][C:20]([NH:23][C:5]2[CH:6]=[CH:7][C:2]([Br:1])=[CH:3][C:4]=2[N+:9]([O-:11])=[O:10])=[CH:21][CH:22]=1)[CH3:13], predict the reactants needed to synthesize it. The reactants are: [Br:1][C:2]1[CH:7]=[CH:6][C:5](F)=[C:4]([N+:9]([O-:11])=[O:10])[CH:3]=1.[CH2:12]([O:14][C:15](=[O:24])[CH2:16][C:17]1[CH:22]=[CH:21][C:20]([NH2:23])=[CH:19][CH:18]=1)[CH3:13].